Dataset: Reaction yield outcomes from USPTO patents with 853,638 reactions. Task: Predict the reaction yield, written as a fraction of the theoretical maximum amount of product (1.0 means a 100% yield; for example, 0.34 means a 34% yield). (1) The reactants are [F:1][C:2]1[CH:7]=[CH:6][C:5]([C:8]2[S:9][C:10]3[N:11]=[C:12]([NH2:23])[N:13]=[C:14]([N:17]4[CH2:22][CH2:21][NH:20][CH2:19][CH2:18]4)[C:15]=3[N:16]=2)=[CH:4][CH:3]=1.[C:24]1([CH3:33])[CH:29]=[CH:28][C:27]([N:30]=[C:31]=[O:32])=[CH:26][CH:25]=1. The catalyst is CN(C=O)C. The product is [NH2:23][C:12]1[N:13]=[C:14]([N:17]2[CH2:18][CH2:19][N:20]([C:31]([NH:30][C:27]3[CH:28]=[CH:29][C:24]([CH3:33])=[CH:25][CH:26]=3)=[O:32])[CH2:21][CH2:22]2)[C:15]2[N:16]=[C:8]([C:5]3[CH:6]=[CH:7][C:2]([F:1])=[CH:3][CH:4]=3)[S:9][C:10]=2[N:11]=1. The yield is 0.440. (2) The reactants are O.O.[Sn](Cl)Cl.Cl.[Br:7][C:8]1[CH:13]=[C:12]([N+:14]([O-])=O)[CH:11]=[CH:10][C:9]=1[S:17]([C:20]([CH3:23])([CH3:22])[CH3:21])(=[O:19])=[O:18].[OH-].[Na+]. The catalyst is CO.C(OCC)(=O)C. The product is [Br:7][C:8]1[CH:13]=[C:12]([CH:11]=[CH:10][C:9]=1[S:17]([C:20]([CH3:23])([CH3:22])[CH3:21])(=[O:19])=[O:18])[NH2:14]. The yield is 0.900. (3) The reactants are [CH3:1][C:2]1([CH3:23])[O:6][C@@H:5]2[C@@H:7]([CH2:20][NH:21][CH3:22])[O:8][C@@H:9]([N:10]3[CH:18]=[N:17][C:16]4[C:11]3=[N:12][CH:13]=[N:14][C:15]=4[NH2:19])[C@@H:4]2[O:3]1.O=[CH:25][CH2:26][CH2:27][NH:28][C:29](=[O:38])[O:30][CH2:31][C:32]1[CH:37]=[CH:36][CH:35]=[CH:34][CH:33]=1.C(O)(=O)C.[BH-](OC(C)=O)(OC(C)=O)OC(C)=O.[Na+]. The catalyst is C(Cl)Cl. The product is [NH2:19][C:15]1[N:14]=[CH:13][N:12]=[C:11]2[C:16]=1[N:17]=[CH:18][N:10]2[C@H:9]1[C@@H:4]2[O:3][C:2]([CH3:1])([CH3:23])[O:6][C@@H:5]2[C@@H:7]([CH2:20][N:21]([CH3:22])[CH2:25][CH2:26][CH2:27][NH:28][C:29](=[O:38])[O:30][CH2:31][C:32]2[CH:37]=[CH:36][CH:35]=[CH:34][CH:33]=2)[O:8]1. The yield is 0.650. (4) The reactants are Cl[CH2:2][CH2:3][CH2:4][NH:5][C:6]([C:8]1[CH:9]=[N:10][N:11]2[CH:16]=[CH:15][C:14]([N:17]3[C@@H:21]([C:22]4[C:23](=[O:29])[NH:24][CH:25]=[C:26]([F:28])[CH:27]=4)[CH2:20][O:19][C:18]3=[O:30])=[N:13][C:12]=12)=[O:7].C(=O)([O-])[O-].[Cs+].[Cs+].O. The catalyst is CN(C=O)C. The product is [F:28][C:26]1[CH:25]=[N:24][C:23]2[O:29][CH2:2][CH2:3][CH2:4][NH:5][C:6](=[O:7])[C:8]3=[C:12]4[N:13]=[C:14]([CH:15]=[CH:16][N:11]4[N:10]=[CH:9]3)[N:17]3[C@H:21]([CH2:20][O:19][C:18]3=[O:30])[C:22]=2[CH:27]=1. The yield is 0.410. (5) The reactants are [CH3:1][C:2]([NH:8][C:9](=[O:29])[CH2:10][C:11]1[CH:16]=[CH:15][C:14]([O:17][CH2:18][C:19]2[CH:28]=[CH:27][C:26]3[C:21](=[CH:22][CH:23]=[CH:24][CH:25]=3)[N:20]=2)=[CH:13][CH:12]=1)([CH3:7])[C:3]([O:5]C)=O.[H-].[Na+]. The catalyst is CN(C=O)C. The product is [OH:5][C:3]1[C:2]([CH3:7])([CH3:1])[NH:8][C:9](=[O:29])[C:10]=1[C:11]1[CH:16]=[CH:15][C:14]([O:17][CH2:18][C:19]2[CH:28]=[CH:27][C:26]3[C:21](=[CH:22][CH:23]=[CH:24][CH:25]=3)[N:20]=2)=[CH:13][CH:12]=1. The yield is 0.440. (6) The reactants are [CH:1]1([CH2:4][O:5][C:6]2[CH:11]=[CH:10][C:9]([S:12]([N:15]3[CH2:20][CH2:19][CH:18]([O:21]C4CCCCO4)[CH2:17][CH2:16]3)(=[O:14])=[O:13])=[CH:8][C:7]=2[C:28]2[C:29]3[CH:38]=[CH:37][NH:36][C:30]=3[C:31](=[O:35])[N:32]([CH3:34])[CH:33]=2)[CH2:3][CH2:2]1.C(O)(=O)C.O1CCCC1. The catalyst is O. The product is [CH:1]1([CH2:4][O:5][C:6]2[CH:11]=[CH:10][C:9]([S:12]([N:15]3[CH2:20][CH2:19][CH:18]([OH:21])[CH2:17][CH2:16]3)(=[O:13])=[O:14])=[CH:8][C:7]=2[C:28]2[C:29]3[CH:38]=[CH:37][NH:36][C:30]=3[C:31](=[O:35])[N:32]([CH3:34])[CH:33]=2)[CH2:3][CH2:2]1. The yield is 0.660.